From a dataset of Full USPTO retrosynthesis dataset with 1.9M reactions from patents (1976-2016). Predict the reactants needed to synthesize the given product. (1) Given the product [CH3:1][C:2]1([CH3:17])[C:10]2[C:5](=[CH:6][C:7]([NH2:11])=[CH:8][CH:9]=2)[C:4]([CH3:15])([CH3:14])[N:3]1[CH3:16], predict the reactants needed to synthesize it. The reactants are: [CH3:1][C:2]1([CH3:17])[C:10]2[C:5](=[CH:6][C:7]([N+:11]([O-])=O)=[CH:8][CH:9]=2)[C:4]([CH3:15])([CH3:14])[N:3]1[CH3:16]. (2) Given the product [CH3:1][O:2][C:3](=[O:17])[C:4]1[CH:9]=[CH:8][CH:7]=[C:6]([NH2:10])[C:5]=1[C:13]([O:15][CH3:16])=[O:14], predict the reactants needed to synthesize it. The reactants are: [CH3:1][O:2][C:3](=[O:17])[C:4]1[CH:9]=[CH:8][CH:7]=[C:6]([N+:10]([O-])=O)[C:5]=1[C:13]([O:15][CH3:16])=[O:14].[H][H].